This data is from Full USPTO retrosynthesis dataset with 1.9M reactions from patents (1976-2016). The task is: Predict the reactants needed to synthesize the given product. Given the product [CH3:23][O:17][C:16](=[O:18])[C:15]1[CH:19]=[CH:20][N:21]=[CH:22][C:14]=1[C:10]1[CH:11]=[N:12][C:13]2[N:4]([C:1](=[O:3])[NH2:2])[CH2:5][CH2:6][CH2:7][C:8]=2[CH:9]=1, predict the reactants needed to synthesize it. The reactants are: [C:1]([N:4]1[C:13]2[N:12]=[CH:11][C:10]([C:14]3[CH:22]=[N:21][CH:20]=[CH:19][C:15]=3[C:16]([OH:18])=[O:17])=[CH:9][C:8]=2[CH2:7][CH2:6][CH2:5]1)(=[O:3])[NH2:2].[CH3:23][Si](C=[N+]=[N-])(C)C.